This data is from Forward reaction prediction with 1.9M reactions from USPTO patents (1976-2016). The task is: Predict the product of the given reaction. (1) Given the reactants [CH2:1]([C:3]1[C:8]([C:9]([OH:11])=O)=[CH:7][N:6]=[C:5]([S:12][CH3:13])[N:4]=1)[CH3:2].CN(C)C=O.C(Cl)(=O)C(Cl)=O.[Cl:25][C:26]1[CH:32]=[CH:31][C:30]([Cl:33])=[CH:29][C:27]=1[NH2:28], predict the reaction product. The product is: [Cl:25][C:26]1[CH:32]=[CH:31][C:30]([Cl:33])=[CH:29][C:27]=1[NH:28][C:9]([C:8]1[C:3]([CH2:1][CH3:2])=[N:4][C:5]([S:12][CH3:13])=[N:6][CH:7]=1)=[O:11]. (2) Given the reactants CS(O[CH2:6][C:7]1[CH:12]=[CH:11][C:10]([CH2:13][CH2:14][NH:15][C:16]([C:18]2[CH:23]=[CH:22][C:21]([C:24]3[CH:29]=[CH:28][C:27]([Cl:30])=[CH:26][CH:25]=3)=[CH:20][CH:19]=2)=[O:17])=[CH:9][CH:8]=1)(=O)=O.[CH:31]1([CH2:34][NH2:35])[CH2:33][CH2:32]1, predict the reaction product. The product is: [CH:31]1([CH2:34][NH:35][CH2:6][C:7]2[CH:12]=[CH:11][C:10]([CH2:13][CH2:14][NH:15][C:16]([C:18]3[CH:23]=[CH:22][C:21]([C:24]4[CH:29]=[CH:28][C:27]([Cl:30])=[CH:26][CH:25]=4)=[CH:20][CH:19]=3)=[O:17])=[CH:9][CH:8]=2)[CH2:33][CH2:32]1.